From a dataset of Reaction yield outcomes from USPTO patents with 853,638 reactions. Predict the reaction yield, written as a fraction of the theoretical maximum amount of product (1.0 means a 100% yield; for example, 0.34 means a 34% yield). (1) The reactants are C1(C(=[N:14][C:15]2[CH:20]=[CH:19][C:18]([C@H:21]3[CH2:26][CH2:25][C@H:24]([CH:27]([CH3:33])[C:28]([O:30][CH2:31][CH3:32])=[O:29])[CH2:23][CH2:22]3)=[CH:17][CH:16]=2)C2C=CC=CC=2)C=CC=CC=1. The catalyst is [Pd].C(O)C. The product is [NH2:14][C:15]1[CH:16]=[CH:17][C:18]([C@H:21]2[CH2:22][CH2:23][C@H:24]([CH:27]([CH3:33])[C:28]([O:30][CH2:31][CH3:32])=[O:29])[CH2:25][CH2:26]2)=[CH:19][CH:20]=1. The yield is 0.710. (2) The reactants are [NH2:1][C:2]1[CH:17]=[CH:16][CH:15]=[C:14]([CH3:18])[C:3]=1[C:4]([NH:6][C:7]1[CH:12]=[CH:11][CH:10]=[CH:9][C:8]=1[Cl:13])=[O:5].[Cl:19][CH2:20][C:21](Cl)=O. The catalyst is C(O)(=O)C. The product is [Cl:19][CH2:20][C:21]1[N:6]([C:7]2[CH:12]=[CH:11][CH:10]=[CH:9][C:8]=2[Cl:13])[C:4](=[O:5])[C:3]2[C:2](=[CH:17][CH:16]=[CH:15][C:14]=2[CH3:18])[N:1]=1. The yield is 0.240. (3) The reactants are [NH2:1][C:2]1[C:9]([Br:10])=[CH:8][C:7]([N+:11]([O-:13])=[O:12])=[CH:6][C:3]=1[C:4]#[N:5].[NH2:14][C:15](N)=[O:16].C(=O)(O)[O-]. The yield is 0.890. No catalyst specified. The product is [NH2:5][C:4]1[C:3]2[C:2](=[C:9]([Br:10])[CH:8]=[C:7]([N+:11]([O-:13])=[O:12])[CH:6]=2)[N:1]=[C:15]([OH:16])[N:14]=1. (4) The reactants are C[O-].[Na+].[CH3:4][N:5]1[C:13]2[C:8](=[CH:9][CH:10]=[CH:11][CH:12]=2)[CH:7]=[C:6]1[C:14]([NH2:16])=[NH:15].C[C:18](C)([C:22]([O-])=[O:23])[C:19]([O-])=[O:20]. The catalyst is CO. The product is [CH3:4][N:5]1[C:13]2[C:8](=[CH:9][CH:10]=[CH:11][CH:12]=2)[CH:7]=[C:6]1[C:14]1[NH:16][C:22](=[O:23])[CH2:18][C:19](=[O:20])[N:15]=1. The yield is 0.650.